This data is from Aqueous solubility values for 9,982 compounds from the AqSolDB database. The task is: Regression/Classification. Given a drug SMILES string, predict its absorption, distribution, metabolism, or excretion properties. Task type varies by dataset: regression for continuous measurements (e.g., permeability, clearance, half-life) or binary classification for categorical outcomes (e.g., BBB penetration, CYP inhibition). For this dataset (solubility_aqsoldb), we predict Y. (1) The compound is O=C(Nc1ccccc1)Nc1ccccc1. The Y is -3.15 log mol/L. (2) The compound is CCOP(=O)(Cc1ccc(-c2nc3ccccc3s2)cc1)OCC. The Y is -4.00 log mol/L. (3) The compound is Cc1ccc(N/N=C2\C(=O)C=Cc3ccccc32)c([N+](=O)[O-])c1. The Y is -7.97 log mol/L.